Dataset: Catalyst prediction with 721,799 reactions and 888 catalyst types from USPTO. Task: Predict which catalyst facilitates the given reaction. (1) Reactant: [NH:1](C(OC(C)(C)C)=O)[C@H:2]([C:15]([NH:17][C@H:18]([C:26]([OH:28])=[O:27])[CH2:19][CH2:20][CH2:21][NH:22][C:23](=[NH:25])[NH2:24])=[O:16])[CH2:3][C:4]1[CH:9]=[CH:8][C:7]([O:10]C(C)(C)C)=[CH:6][CH:5]=1.C(O)(C(F)(F)F)=O. Product: [NH2:1][C@H:2]([C:15]([NH:17][C@H:18]([C:26]([OH:28])=[O:27])[CH2:19][CH2:20][CH2:21][NH:22][C:23](=[NH:24])[NH2:25])=[O:16])[CH2:3][C:4]1[CH:5]=[CH:6][C:7]([OH:10])=[CH:8][CH:9]=1. The catalyst class is: 2. (2) Reactant: [Cl:1][C:2]1[CH:51]=[CH:50][C:5]([C:6]([NH:8][C:9]2[N:13]([CH2:14][CH:15]3[CH2:19][CH2:18][CH2:17][N:16]3[C:20](=[O:31])[C:21]([C:29]#[N:30])=[CH:22][C:23]([N:26]([CH3:28])[CH3:27])([CH3:25])[CH3:24])[C:12]3[CH:32]=[CH:33][C:34]([CH2:36][N:37]([C@H:44]([C:46]([CH3:49])([CH3:48])[CH3:47])[CH3:45])C(=O)OCC=C)=[CH:35][C:11]=3[N:10]=2)=[O:7])=[CH:4][CH:3]=1.CC1(C)CC(=O)CC(=O)C1. Product: [Cl:1][C:2]1[CH:3]=[CH:4][C:5]([C:6]([NH:8][C:9]2[N:13]([CH2:14][CH:15]3[CH2:19][CH2:18][CH2:17][N:16]3[C:20](=[O:31])[C:21]([C:29]#[N:30])=[CH:22][C:23]([N:26]([CH3:28])[CH3:27])([CH3:24])[CH3:25])[C:12]3[CH:32]=[CH:33][C:34]([CH2:36][NH:37][C@H:44]([C:46]([CH3:49])([CH3:48])[CH3:47])[CH3:45])=[CH:35][C:11]=3[N:10]=2)=[O:7])=[CH:50][CH:51]=1. The catalyst class is: 76. (3) The catalyst class is: 11. Product: [F:15][C:7]1([F:14])[O:6][C:5]2[CH:16]=[C:17]([F:18])[C:2]([N:1]=[C:20]=[O:19])=[CH:3][C:4]=2[N:9]([CH2:10][C:11]#[CH:12])[C:8]1=[O:13]. Reactant: [NH2:1][C:2]1[C:17]([F:18])=[CH:16][C:5]2[O:6][C:7]([F:15])([F:14])[C:8](=[O:13])[N:9]([CH2:10][C:11]#[CH:12])[C:4]=2[CH:3]=1.[O:19]=[C:20](Cl)OC(Cl)(Cl)Cl.